This data is from Forward reaction prediction with 1.9M reactions from USPTO patents (1976-2016). The task is: Predict the product of the given reaction. (1) Given the reactants [Br:1][C:2]1[CH:7]=[C:6]([N+:8]([O-])=O)[CH:5]=[CH:4][C:3]=1F.[S:12]1[C:16]2=[CH:17][CH:18]=[CH:19][C:20]([OH:21])=[C:15]2[CH:14]=[N:13]1.C(=O)([O-])[O-].[K+].[K+].Cl.[OH-].[Na+], predict the reaction product. The product is: [S:12]1[C:16]2[CH:17]=[CH:18][CH:19]=[C:20]([O:21][C:3]3[CH:4]=[CH:5][C:6]([NH2:8])=[CH:7][C:2]=3[Br:1])[C:15]=2[CH:14]=[N:13]1. (2) Given the reactants [CH2:1]([N:3]([C:29](=O)[C:30]1[CH:35]=[CH:34][C:33]([OH:36])=[C:32]([F:37])[CH:31]=1)[C:4]1[CH:9]=[C:8]([O:10][CH3:11])[CH:7]=[CH:6][C:5]=1[CH:12]1[CH2:21][CH2:20][C:19]2[CH:18]=[C:17]([O:22]C(=O)C(C)(C)C)[CH:16]=[CH:15][C:14]=2[CH2:13]1)[CH3:2].Cl[CH:40]([CH3:49])[C:41]([N:43]1[CH2:48][CH2:47][CH2:46][CH2:45][CH2:44]1)=O, predict the reaction product. The product is: [CH2:1]([N:3]([CH2:29][C:30]1[CH:35]=[CH:34][C:33]([O:36][CH:40]([CH3:49])[CH2:41][N:43]2[CH2:48][CH2:47][CH2:46][CH2:45][CH2:44]2)=[C:32]([F:37])[CH:31]=1)[C:4]1[CH:9]=[C:8]([O:10][CH3:11])[CH:7]=[CH:6][C:5]=1[CH:12]1[CH2:21][CH2:20][C:19]2[CH:18]=[C:17]([OH:22])[CH:16]=[CH:15][C:14]=2[CH2:13]1)[CH3:2]. (3) Given the reactants [NH2:1][C:2]1[CH:7]=[CH:6][CH:5]=[CH:4][N:3]=1.C[Al](C)C.C[O:13][C:14]([C:16]1[C:25]2[C:24]3[N:26]=[CH:27][CH:28]=[CH:29][C:23]=3[CH2:22][N:21]([CH2:30][C:31]3[CH:36]=[CH:35][CH:34]=[CH:33][CH:32]=3)[CH2:20][C:19]=2[NH:18][CH:17]=1)=O, predict the reaction product. The product is: [N:3]1[CH:4]=[CH:5][CH:6]=[CH:7][C:2]=1[NH:1][C:14]([C:16]1[C:25]2[C:24]3[N:26]=[CH:27][CH:28]=[CH:29][C:23]=3[CH2:22][N:21]([CH2:30][C:31]3[CH:36]=[CH:35][CH:34]=[CH:33][CH:32]=3)[CH2:20][C:19]=2[NH:18][CH:17]=1)=[O:13]. (4) Given the reactants [Br:1][C:2]1[CH:8]=[CH:7][C:5]([NH2:6])=[CH:4][CH:3]=1.N1C=CC=CC=1.[CH3:15][O:16]/[CH:17]=[CH:18]/[C:19](Cl)=[O:20], predict the reaction product. The product is: [Br:1][C:2]1[CH:8]=[CH:7][C:5]([NH:6][C:19](=[O:20])/[CH:18]=[CH:17]/[O:16][CH3:15])=[CH:4][CH:3]=1. (5) The product is: [CH2:9]([C:13]1[CH:12]=[C:11]([CH:10]([O:25][CH:26]2[CH2:31][CH2:30][N:29]([CH3:32])[CH2:28][CH2:27]2)[C:2]2[S:1][C:5]3[CH:6]=[CH:7][CH:8]=[CH:9][C:4]=3[N:3]=2)[CH:16]=[CH:15][CH:14]=1)[CH2:4][CH2:5][CH3:6]. Given the reactants [S:1]1[C:5]2[CH:6]=[CH:7][CH:8]=[CH:9][C:4]=2[N:3]=[C:2]1[CH:10]([O:25][CH:26]1[CH2:31][CH2:30][N:29]([CH3:32])[CH2:28][CH2:27]1)[C:11]1[CH:12]=[C:13](OS(C(F)(F)F)(=O)=O)[CH:14]=[CH:15][CH:16]=1.[Cl-], predict the reaction product. (6) Given the reactants NC1C(OC)=CC=[C:7]2[C:3]=1[CH:4]=[C:5]([CH2:14][OH:15])[N:6]2C.[C:16]([O:19][CH2:20][CH3:21])(=O)C.[OH2:22].[CH3:23][C:24]([CH3:26])=[O:25], predict the reaction product. The product is: [OH:15][CH2:14][C:5]1[N:6]([CH3:7])[C:23]2[C:24](=[O:25])[CH:26]=[C:20]([O:19][CH3:16])[C:21](=[O:22])[C:3]=2[CH:4]=1. (7) Given the reactants Br[CH2:2][CH2:3][CH2:4][N:5]1[CH2:9][CH2:8][CH2:7][CH2:6]1.Cl.[Cl:11][C:12]1[CH:17]=[CH:16][C:15]([NH:18]N)=[CH:14][CH:13]=1.[CH3:20][N:21]1[CH2:26][CH2:25][C:24](=O)[CH2:23][CH2:22]1, predict the reaction product. The product is: [Cl:11][C:12]1[CH:17]=[CH:16][C:15]2[N:18]([CH2:2][CH2:3][CH2:4][N:5]3[CH2:9][CH2:8][CH2:7][CH2:6]3)[C:24]3[CH2:25][CH2:26][N:21]([CH3:20])[CH2:22][C:23]=3[C:14]=2[CH:13]=1. (8) Given the reactants N1C=C2C(N=CN2)=NC=1.[Cl:10][C:11]1[N:19]=[C:18]2[C:14]([NH:15][CH:16]=[N:17]2)=[C:13](Cl)[N:12]=1.[NH:21]1[CH2:26][CH2:25][O:24][CH2:23][CH2:22]1, predict the reaction product. The product is: [Cl:10][C:11]1[N:19]=[C:18]2[C:14]([NH:15][CH:16]=[N:17]2)=[C:13]([N:21]2[CH2:26][CH2:25][O:24][CH2:23][CH2:22]2)[N:12]=1.